Dataset: Reaction yield outcomes from USPTO patents with 853,638 reactions. Task: Predict the reaction yield, written as a fraction of the theoretical maximum amount of product (1.0 means a 100% yield; for example, 0.34 means a 34% yield). (1) The reactants are C1C(=O)N([Br:8])C(=O)C1.C(OOC(=O)C1C=CC=CC=1)(=O)C1C=CC=CC=1.[F:27][C:28]1[CH:33]=[C:32]([C:34]#[N:35])[CH:31]=[CH:30][C:29]=1[CH3:36]. The catalyst is CCOCC. The product is [F:27][C:28]1[CH:33]=[C:32]([CH:31]=[CH:30][C:29]=1[CH2:36][Br:8])[C:34]#[N:35]. The yield is 0.300. (2) The reactants are [CH3:1][C:2]([CH3:10])([C:5](=[O:9])[CH2:6][CH2:7][CH3:8])[CH2:3]C.[C:11]([Mg]Cl)(C)(C)[CH3:12].CC(CC)CC(Cl)=O. The catalyst is CCOCC.[Cu]Cl. The product is [CH3:10][C:2]([CH3:1])([C:5](=[O:9])[CH2:6][CH:7]([CH3:8])[CH2:11][CH3:12])[CH3:3]. The yield is 0.630.